Dataset: Full USPTO retrosynthesis dataset with 1.9M reactions from patents (1976-2016). Task: Predict the reactants needed to synthesize the given product. (1) Given the product [C:10]1([C:8]2([C:16]3[CH:21]=[CH:20][CH:19]=[CH:18][CH:17]=3)[O:7][C:6]3[CH:22]=[C:2]([C:31](=[O:32])[C:30]([F:37])([F:36])[F:29])[CH:3]=[C:4]([C:23]([OH:25])=[O:24])[C:5]=3[O:9]2)[CH:15]=[CH:14][CH:13]=[CH:12][CH:11]=1, predict the reactants needed to synthesize it. The reactants are: Br[C:2]1[CH:3]=[C:4]([C:23]([OH:25])=[O:24])[C:5]2[O:9][C:8]([C:16]3[CH:21]=[CH:20][CH:19]=[CH:18][CH:17]=3)([C:10]3[CH:15]=[CH:14][CH:13]=[CH:12][CH:11]=3)[O:7][C:6]=2[CH:22]=1.O(C)[Li].[F:29][C:30]([F:37])([F:36])[C:31](OCC)=[O:32]. (2) Given the product [C:26]([C:23]1[CH:22]=[CH:21][C:20]([S:17]([NH:16][C:15]2[C:10]([C:8]([C:6]3[N:7]=[C:2]([NH:1][C:31](=[O:33])[CH3:32])[CH:3]=[CH:4][CH:5]=3)=[O:9])=[N:11][CH:12]=[C:13]([Cl:30])[CH:14]=2)(=[O:18])=[O:19])=[CH:25][CH:24]=1)([CH3:27])([CH3:29])[CH3:28], predict the reactants needed to synthesize it. The reactants are: [NH2:1][C:2]1[N:7]=[C:6]([C:8]([C:10]2[C:15]([NH:16][S:17]([C:20]3[CH:25]=[CH:24][C:23]([C:26]([CH3:29])([CH3:28])[CH3:27])=[CH:22][CH:21]=3)(=[O:19])=[O:18])=[CH:14][C:13]([Cl:30])=[CH:12][N:11]=2)=[O:9])[CH:5]=[CH:4][CH:3]=1.[C:31](Cl)(=[O:33])[CH3:32]. (3) Given the product [Cl:22][C:23]1[CH:24]=[CH:25][C:26]([CH:27]2[N:18]3[N:17]=[C:16]([NH:15][C:5]4[CH:6]=[CH:7][C:8]([N:9]5[CH:13]=[C:12]([CH3:14])[N:11]=[CH:10]5)=[C:3]([O:2][CH3:1])[CH:4]=4)[N:20]=[C:19]3[NH:21][C:29](=[O:30])[CH2:28]2)=[CH:33][CH:34]=1, predict the reactants needed to synthesize it. The reactants are: [CH3:1][O:2][C:3]1[CH:4]=[C:5]([NH:15][C:16]2[NH:20][C:19]([NH2:21])=[N:18][N:17]=2)[CH:6]=[CH:7][C:8]=1[N:9]1[CH:13]=[C:12]([CH3:14])[N:11]=[CH:10]1.[Cl:22][C:23]1[CH:34]=[CH:33][C:26]([CH:27]=[CH:28][C:29](OC)=[O:30])=[CH:25][CH:24]=1.O. (4) Given the product [C:20]([O:19][C:18]([NH:17][CH:12]([C:8]1([C:5]2[CH:6]=[CH:7][C:2]([O:1][CH2:32][C:33]([O:35][CH2:36][CH3:37])=[O:34])=[CH:3][CH:4]=2)[CH2:9][CH2:10][CH2:11]1)[CH2:13][CH:14]([CH3:16])[CH3:15])=[O:24])([CH3:22])([CH3:21])[CH3:23], predict the reactants needed to synthesize it. The reactants are: [OH:1][C:2]1[CH:7]=[CH:6][C:5]([C:8]2([CH:12]([NH:17][C:18](=[O:24])[O:19][C:20]([CH3:23])([CH3:22])[CH3:21])[CH2:13][CH:14]([CH3:16])[CH3:15])[CH2:11][CH2:10][CH2:9]2)=[CH:4][CH:3]=1.C(=O)([O-])[O-].[Cs+].[Cs+].Br[CH2:32][C:33]([O:35][CH2:36][CH3:37])=[O:34]. (5) Given the product [C:20]([N:5]1[CH2:6][CH2:7][CH:2]([OH:1])[CH2:3][CH2:4]1)([O:19][C:15]([CH3:18])([CH3:17])[CH3:16])=[O:21], predict the reactants needed to synthesize it. The reactants are: [OH:1][CH:2]1[CH2:7][CH2:6][NH:5][CH2:4][CH2:3]1.C(N(CC)CC)C.[C:15]([O:19][C:20](O[C:20]([O:19][C:15]([CH3:18])([CH3:17])[CH3:16])=[O:21])=[O:21])([CH3:18])([CH3:17])[CH3:16]. (6) The reactants are: [CH2:1]([C:7]1[CH:11]=[CH:10][S:9][C:8]=1[CH:12]=O)[CH2:2][CH2:3][CH2:4][CH2:5][CH3:6].Cl.[NH2:15]O. Given the product [C:12]([C:8]1[S:9][CH:10]=[CH:11][C:7]=1[CH2:1][CH2:2][CH2:3][CH2:4][CH2:5][CH3:6])#[N:15], predict the reactants needed to synthesize it. (7) Given the product [CH2:1]([O:4][NH:5][C@@H:18]1[C:23]([C:24]([CH3:26])=[CH2:25])=[CH:22][C@@H:21]([CH2:27][O:28][Si:29]([C:32]([CH3:35])([CH3:34])[CH3:33])([CH3:31])[CH3:30])[NH:20][CH2:19]1)[CH:2]=[CH2:3], predict the reactants needed to synthesize it. The reactants are: [CH2:1]([O:4][N:5]([C@@H:18]1[C:23]([C:24]([CH3:26])=[CH2:25])=[CH:22][C@@H:21]([CH2:27][O:28][Si:29]([C:32]([CH3:35])([CH3:34])[CH3:33])([CH3:31])[CH3:30])[NH:20][CH2:19]1)S(C1C=CC=CC=1[N+]([O-])=O)(=O)=O)[CH:2]=[CH2:3].C(ON[C@H]1CN[C@@H](C(N)=O)C=C1C)C=C. (8) The reactants are: Cl[C:2]1[CH:10]=[CH:9][C:5]([C:6]([OH:8])=[O:7])=[CH:4][N:3]=1.[F:11][C:12]1([F:17])[CH2:14][CH:13]1[CH2:15][OH:16]. Given the product [F:11][C:12]1([F:17])[CH2:14][CH:13]1[CH2:15][O:16][C:2]1[CH:10]=[CH:9][C:5]([C:6]([OH:8])=[O:7])=[CH:4][N:3]=1, predict the reactants needed to synthesize it. (9) Given the product [I:29][C:26]1[CH:27]=[CH:28][C:23]([O:15][C:11]2[CH:12]=[C:13]3[C:8](=[CH:9][CH:10]=2)[CH2:7][CH:6]([N:1]2[CH2:5][CH2:4][CH2:3][CH2:2]2)[CH2:14]3)=[N:24][CH:25]=1, predict the reactants needed to synthesize it. The reactants are: [N:1]1([CH:6]2[CH2:14][C:13]3[C:8](=[CH:9][CH:10]=[C:11]([OH:15])[CH:12]=3)[CH2:7]2)[CH2:5][CH2:4][CH2:3][CH2:2]1.C(=O)([O-])[O-].[K+].[K+].Cl[C:23]1[CH:28]=[CH:27][C:26]([I:29])=[CH:25][N:24]=1. (10) Given the product [CH2:21]([O:28][C:29]1[CH:30]=[CH:31][C:32]([O:35][CH2:2][CH2:3][CH2:4][O:5][C:6]2[CH:11]=[CH:10][C:9]([CH2:12][CH:13]([O:17][CH3:18])[C:14]([OH:16])=[O:15])=[CH:8][C:7]=2[O:19][CH3:20])=[CH:33][CH:34]=1)[C:22]1[CH:23]=[CH:24][CH:25]=[CH:26][CH:27]=1, predict the reactants needed to synthesize it. The reactants are: Br[CH2:2][CH2:3][CH2:4][O:5][C:6]1[CH:11]=[CH:10][C:9]([CH2:12][CH:13]([O:17][CH3:18])[C:14]([OH:16])=[O:15])=[CH:8][C:7]=1[O:19][CH3:20].[CH2:21]([O:28][C:29]1[CH:34]=[CH:33][C:32]([OH:35])=[CH:31][CH:30]=1)[C:22]1[CH:27]=[CH:26][CH:25]=[CH:24][CH:23]=1.